From a dataset of NCI-60 drug combinations with 297,098 pairs across 59 cell lines. Regression. Given two drug SMILES strings and cell line genomic features, predict the synergy score measuring deviation from expected non-interaction effect. (1) Drug 1: CCC1(CC2CC(C3=C(CCN(C2)C1)C4=CC=CC=C4N3)(C5=C(C=C6C(=C5)C78CCN9C7C(C=CC9)(C(C(C8N6C=O)(C(=O)OC)O)OC(=O)C)CC)OC)C(=O)OC)O.OS(=O)(=O)O. Drug 2: CNC(=O)C1=NC=CC(=C1)OC2=CC=C(C=C2)NC(=O)NC3=CC(=C(C=C3)Cl)C(F)(F)F. Cell line: ACHN. Synergy scores: CSS=0.459, Synergy_ZIP=1.80, Synergy_Bliss=4.01, Synergy_Loewe=-5.55, Synergy_HSA=-2.01. (2) Drug 1: CC(CN1CC(=O)NC(=O)C1)N2CC(=O)NC(=O)C2. Drug 2: C(CN)CNCCSP(=O)(O)O. Cell line: CCRF-CEM. Synergy scores: CSS=32.7, Synergy_ZIP=-3.84, Synergy_Bliss=-2.79, Synergy_Loewe=-9.88, Synergy_HSA=-1.44. (3) Drug 1: CC1=C(C=C(C=C1)C(=O)NC2=CC(=CC(=C2)C(F)(F)F)N3C=C(N=C3)C)NC4=NC=CC(=N4)C5=CN=CC=C5. Drug 2: C1=CN(C=N1)CC(O)(P(=O)(O)O)P(=O)(O)O. Cell line: NCI-H460. Synergy scores: CSS=2.69, Synergy_ZIP=-0.916, Synergy_Bliss=-2.29, Synergy_Loewe=-1.17, Synergy_HSA=-2.72. (4) Drug 1: C1=CN(C(=O)N=C1N)C2C(C(C(O2)CO)O)(F)F. Drug 2: C1CC(CCC1OC2=C(C(=CC=C2)Cl)F)(CC3=NC(=CC=C3)NC4=NC=CS4)C(=O)O. Cell line: HCT116. Synergy scores: CSS=74.9, Synergy_ZIP=-0.321, Synergy_Bliss=-1.85, Synergy_Loewe=-8.27, Synergy_HSA=2.60. (5) Drug 1: C1C(C(OC1N2C=C(C(=O)NC2=O)F)CO)O. Drug 2: C1CCC(C(C1)N)N.C(=O)(C(=O)[O-])[O-].[Pt+4]. Cell line: OVCAR-5. Synergy scores: CSS=34.4, Synergy_ZIP=-8.77, Synergy_Bliss=-2.80, Synergy_Loewe=1.34, Synergy_HSA=2.79. (6) Drug 1: CNC(=O)C1=NC=CC(=C1)OC2=CC=C(C=C2)NC(=O)NC3=CC(=C(C=C3)Cl)C(F)(F)F. Cell line: EKVX. Synergy scores: CSS=-7.37, Synergy_ZIP=-0.681, Synergy_Bliss=-2.10, Synergy_Loewe=-7.69, Synergy_HSA=-6.21. Drug 2: CN1C2=C(C=C(C=C2)N(CCCl)CCCl)N=C1CCCC(=O)O.Cl. (7) Drug 1: C1=CC(=C(C=C1I)F)NC2=C(C=CC(=C2F)F)C(=O)NOCC(CO)O. Drug 2: CCC1=C2N=C(C=C(N2N=C1)NCC3=C[N+](=CC=C3)[O-])N4CCCCC4CCO. Cell line: SK-OV-3. Synergy scores: CSS=23.6, Synergy_ZIP=-0.263, Synergy_Bliss=3.98, Synergy_Loewe=0.789, Synergy_HSA=2.01. (8) Drug 1: CNC(=O)C1=CC=CC=C1SC2=CC3=C(C=C2)C(=NN3)C=CC4=CC=CC=N4. Drug 2: COCCOC1=C(C=C2C(=C1)C(=NC=N2)NC3=CC=CC(=C3)C#C)OCCOC.Cl. Cell line: M14. Synergy scores: CSS=4.51, Synergy_ZIP=2.99, Synergy_Bliss=9.35, Synergy_Loewe=4.97, Synergy_HSA=5.17. (9) Synergy scores: CSS=37.0, Synergy_ZIP=-1.76, Synergy_Bliss=-0.441, Synergy_Loewe=-0.250, Synergy_HSA=2.42. Cell line: TK-10. Drug 2: CC1=C2C(C(=O)C3(C(CC4C(C3C(C(C2(C)C)(CC1OC(=O)C(C(C5=CC=CC=C5)NC(=O)C6=CC=CC=C6)O)O)OC(=O)C7=CC=CC=C7)(CO4)OC(=O)C)O)C)OC(=O)C. Drug 1: C1=CC(=C2C(=C1NCCNCCO)C(=O)C3=C(C=CC(=C3C2=O)O)O)NCCNCCO.